From a dataset of Forward reaction prediction with 1.9M reactions from USPTO patents (1976-2016). Predict the product of the given reaction. Given the reactants [CH2:1]([O:8][C:9]1[CH:14]=[CH:13][C:12]([OH:15])=[CH:11][C:10]=1[C:16]([CH3:19])([CH3:18])[CH3:17])[C:2]1[CH:7]=[CH:6][CH:5]=[CH:4][CH:3]=1.Cl[CH2:21][CH:22]1[CH2:24][O:23]1.C(=O)([O-])[O-].[K+].[K+], predict the reaction product. The product is: [CH2:1]([O:8][C:9]1[CH:14]=[CH:13][C:12]([O:15][CH2:21][CH:22]2[O:23][CH2:24]2)=[CH:11][C:10]=1[C:16]([CH3:19])([CH3:18])[CH3:17])[C:2]1[CH:3]=[CH:4][CH:5]=[CH:6][CH:7]=1.